This data is from Full USPTO retrosynthesis dataset with 1.9M reactions from patents (1976-2016). The task is: Predict the reactants needed to synthesize the given product. (1) Given the product [Cl:3][C:4]1[CH:5]=[C:6]([C:41]#[N:42])[C:7]2[S:11][CH:10]=[C:9]([CH:12]([C:33]3[CH:38]=[CH:37][C:36]([Cl:39])=[CH:35][CH:34]=3)[C@@H:13]([C:17]3[CH:32]=[CH:31][C:20]([C:21]([NH:23][CH2:24][CH2:25][C:26]([OH:28])=[O:27])=[O:22])=[CH:19][CH:18]=3)[CH2:14][CH2:15][CH3:16])[C:8]=2[CH:40]=1, predict the reactants needed to synthesize it. The reactants are: [Li+].[OH-].[Cl:3][C:4]1[CH:5]=[C:6]([C:41]#[N:42])[C:7]2[S:11][CH:10]=[C:9]([CH:12]([C:33]3[CH:38]=[CH:37][C:36]([Cl:39])=[CH:35][CH:34]=3)[C@@H:13]([C:17]3[CH:32]=[CH:31][C:20]([C:21]([NH:23][CH2:24][CH2:25][C:26]([O:28]CC)=[O:27])=[O:22])=[CH:19][CH:18]=3)[CH2:14][CH2:15][CH3:16])[C:8]=2[CH:40]=1.C(O)(=O)C. (2) Given the product [Br:1][C:2]1[CH:7]=[C:6]([O:8][CH3:9])[CH:5]=[CH:4][C:3]=1[NH:10][C:11](=[S:30])[C:12]1[CH:17]=[CH:16][C:15]([O:18][CH3:19])=[CH:14][CH:13]=1, predict the reactants needed to synthesize it. The reactants are: [Br:1][C:2]1[CH:7]=[C:6]([O:8][CH3:9])[CH:5]=[CH:4][C:3]=1[NH:10][C:11](=O)[C:12]1[CH:17]=[CH:16][C:15]([O:18][CH3:19])=[CH:14][CH:13]=1.COC1C=CC(P2(SP(C3C=CC(OC)=CC=3)(=S)S2)=[S:30])=CC=1.